Dataset: Forward reaction prediction with 1.9M reactions from USPTO patents (1976-2016). Task: Predict the product of the given reaction. (1) Given the reactants [N+:1]([C:4]1[CH:15]=[CH:14][C:7]([CH2:8][N:9]2[CH2:13][CH2:12][CH2:11][CH2:10]2)=[CH:6][CH:5]=1)([O-])=O.ClCCl.CO, predict the reaction product. The product is: [N:9]1([CH2:8][C:7]2[CH:6]=[CH:5][C:4]([NH2:1])=[CH:15][CH:14]=2)[CH2:13][CH2:12][CH2:11][CH2:10]1. (2) Given the reactants O1[CH:5]2[C:6]3[C:7]4[C:12]([C:13]5[C:18]([C:19]=3[CH:2]1[CH:3]=[CH:4]2)=[CH:17][CH:16]=[CH:15][CH:14]=5)=[CH:11][CH:10]=[CH:9][CH:8]=4.I[C:21]1[CH:35]=[CH:34][C:24]([CH2:25][P:26](=[O:33])([O:30][CH2:31][CH3:32])[O:27][CH2:28][CH3:29])=[CH:23][CH:22]=1.IC1C=C(C=CC=1)CP(=O)(OCC)OCC.C(N(CC)CC)C, predict the reaction product. The product is: [CH:5]1[C:6]2[C:7]3[C:12](=[CH:11][CH:10]=[CH:9][CH:8]=3)[C:13]3[C:18](=[CH:17][CH:16]=[CH:15][CH:14]=3)[C:19]=2[CH:2]=[CH:3][C:4]=1[C:21]1[CH:35]=[CH:34][C:24]([CH2:25][P:26](=[O:33])([O:30][CH2:31][CH3:32])[O:27][CH2:28][CH3:29])=[CH:23][CH:22]=1. (3) Given the reactants Br[CH:2]1[CH2:7][CH2:6][CH2:5][N:4]([C:8]2[CH:9]=[N:10][N:11]([C:13]3[CH:14]=[N:15][CH:16]=[CH:17][CH:18]=3)[CH:12]=2)[C:3]1=[O:19].[CH3:20][SH:21].[Na].O, predict the reaction product. The product is: [CH3:20][S:21][CH:2]1[CH2:7][CH2:6][CH2:5][N:4]([C:8]2[CH:9]=[N:10][N:11]([C:13]3[CH:14]=[N:15][CH:16]=[CH:17][CH:18]=3)[CH:12]=2)[C:3]1=[O:19]. (4) Given the reactants [CH:1]([NH:3][C:4]1[CH:13]=[CH:12][C:11]2[NH:10][C:9](=[O:14])[C:8]3[NH:15][CH:16]=[CH:17][C:7]=3[C:6]=2[CH:5]=1)=O.[CH2:18]([C:20]([O-:22])=[O:21])[CH3:19].[ClH:23], predict the reaction product. The product is: [CH3:1][NH:3][C:4]1[CH:13]=[CH:12][C:11]2[NH:10][C:9](=[O:14])[C:8]3[NH:15][CH:16]=[CH:17][C:7]=3[C:6]=2[CH:5]=1.[ClH:23].[CH2:18]([C:20]([OH:22])=[O:21])[CH3:19]. (5) Given the reactants Br[C:2]1[CH:3]=[C:4]([CH:13]=[CH:14][CH:15]=1)[O:5][Si:6]([C:9]([CH3:12])([CH3:11])[CH3:10])([CH3:8])[CH3:7].[CH:16]1(B(O)O)[CH2:18][CH2:17]1.[O-]P([O-])([O-])=O.[K+].[K+].[K+].C1(P(C2CCCCC2)C2CCCCC2)CCCCC1, predict the reaction product. The product is: [C:9]([Si:6]([O:5][C:4]1[CH:13]=[CH:14][CH:15]=[C:2]([CH:16]2[CH2:18][CH2:17]2)[CH:3]=1)([CH3:8])[CH3:7])([CH3:12])([CH3:11])[CH3:10]. (6) Given the reactants [C:1]([O:5][C:6]([N:8]1[CH2:13][CH2:12][CH:11]([NH:14][C:15]2[CH:20]=[C:19]([N:21]3[C:29]4[C:24](=[CH:25][C:26]([S:30]([CH3:33])(=[O:32])=[O:31])=[CH:27][CH:28]=4)[CH2:23][CH2:22]3)[N:18]=[CH:17][N:16]=2)[CH2:10][CH2:9]1)=[O:7])([CH3:4])([CH3:3])[CH3:2].[H-].[Na+].[CH3:36]N(C=O)C.CI, predict the reaction product. The product is: [C:1]([O:5][C:6]([N:8]1[CH2:9][CH2:10][CH:11]([N:14]([C:15]2[CH:20]=[C:19]([N:21]3[C:29]4[C:24](=[CH:25][C:26]([S:30]([CH3:33])(=[O:31])=[O:32])=[CH:27][CH:28]=4)[CH2:23][CH2:22]3)[N:18]=[CH:17][N:16]=2)[CH3:36])[CH2:12][CH2:13]1)=[O:7])([CH3:4])([CH3:3])[CH3:2]. (7) Given the reactants [NH2:1][C:2]1[C:11]2[C:6](=[C:7](Br)[CH:8]=[CH:9][CH:10]=2)[N:5]=[N:4][C:3]=1[C:13]([NH:15][CH2:16][CH2:17][CH3:18])=[O:14].[CH3:19][C:20]1[CH:25]=[CH:24][N:23]=[CH:22][C:21]=1B(O)O, predict the reaction product. The product is: [NH2:1][C:2]1[C:11]2[C:6](=[C:7]([C:21]3[CH:22]=[N:23][CH:24]=[CH:25][C:20]=3[CH3:19])[CH:8]=[CH:9][CH:10]=2)[N:5]=[N:4][C:3]=1[C:13]([NH:15][CH2:16][CH2:17][CH3:18])=[O:14]. (8) Given the reactants Cl[C:2]1[CH:7]=[C:6]([C:8]2[CH:13]=[CH:12][C:11]([C:14]([F:17])([F:16])[F:15])=[CH:10][CH:9]=2)[N:5]=[CH:4][N:3]=1.[CH:18]1([NH2:28])[C:27]2[C:22](=[CH:23][CH:24]=[CH:25][CH:26]=2)[CH2:21][CH2:20][CH2:19]1, predict the reaction product. The product is: [C:18]1([NH:28][C:2]2[CH:7]=[C:6]([C:8]3[CH:13]=[CH:12][C:11]([C:14]([F:17])([F:16])[F:15])=[CH:10][CH:9]=3)[N:5]=[CH:4][N:3]=2)[C:27]2[CH2:26][CH2:25][CH2:24][CH2:23][C:22]=2[CH:21]=[CH:20][CH:19]=1. (9) Given the reactants [Ti:1].[S:2](=[O:6])(=[O:5])([OH:4])[OH:3], predict the reaction product. The product is: [S:2]([O-:6])([O-:5])(=[O:4])=[O:3].[Ti+4:1].[S:2]([O-:6])([O-:5])(=[O:4])=[O:3]. (10) The product is: [CH:18]1([N:17]([CH3:16])[C:2]2[CH:12]=[CH:11][C:5]([C:6]([OH:8])=[O:7])=[CH:4][C:3]=2[N+:13]([O-:15])=[O:14])[CH2:23][CH2:22][CH2:21][CH2:20][CH2:19]1. Given the reactants F[C:2]1[CH:12]=[CH:11][C:5]([C:6]([O:8]CC)=[O:7])=[CH:4][C:3]=1[N+:13]([O-:15])=[O:14].[CH3:16][NH:17][CH:18]1[CH2:23][CH2:22][CH2:21][CH2:20][CH2:19]1.[OH-].[Li+], predict the reaction product.